Dataset: Forward reaction prediction with 1.9M reactions from USPTO patents (1976-2016). Task: Predict the product of the given reaction. Given the reactants [N:1]1[CH:6]=[CH:5][CH:4]=[CH:3][C:2]=1[NH:7][C:8]1[CH:33]=[CH:32][C:11]([O:12][C:13]2[C:14]([C:19]3[CH2:24][CH2:23][N:22](C(OC(C)(C)C)=O)[CH2:21][CH:20]=3)=[N:15][CH:16]=[CH:17][N:18]=2)=[CH:10][CH:9]=1.C(Cl)[Cl:35].[ClH:37], predict the reaction product. The product is: [ClH:35].[ClH:37].[NH:22]1[CH2:21][CH2:20][CH:19]([C:14]2[C:13]([O:12][C:11]3[CH:32]=[CH:33][C:8]([NH:7][C:2]4[CH:3]=[CH:4][CH:5]=[CH:6][N:1]=4)=[CH:9][CH:10]=3)=[N:18][CH:17]=[CH:16][N:15]=2)[CH2:24][CH2:23]1.